This data is from Forward reaction prediction with 1.9M reactions from USPTO patents (1976-2016). The task is: Predict the product of the given reaction. (1) Given the reactants [Si](OC1C2C(=CC(C3C=CC(OC)=CC=3N)=CC=2)CC1)(C(C)(C)C)(C)C.BrC1C=CC(OCCN2CCCCC2)=CC=1.[Si]([O:50][CH:51]1[C:59]2[C:54](=[CH:55][C:56]([C:60]3[CH:65]=[CH:64][C:63]([O:66][CH3:67])=[CH:62][C:61]=3[NH:68][C:69]3[CH:74]=[CH:73][C:72]([O:75][CH2:76][CH2:77][N:78]4[CH2:83][CH2:82][CH2:81][CH2:80][CH2:79]4)=[CH:71][CH:70]=3)=[CH:57][CH:58]=2)[CH2:53][CH2:52]1)(C(C)(C)C)(C)C, predict the reaction product. The product is: [CH3:67][O:66][C:63]1[CH:64]=[CH:65][C:60]([C:56]2[CH:55]=[C:54]3[C:59](=[CH:58][CH:57]=2)[CH:51]([OH:50])[CH2:52][CH2:53]3)=[C:61]([NH:68][C:69]2[CH:74]=[CH:73][C:72]([O:75][CH2:76][CH2:77][N:78]3[CH2:83][CH2:82][CH2:81][CH2:80][CH2:79]3)=[CH:71][CH:70]=2)[CH:62]=1. (2) Given the reactants [C:1]([NH2:4])(=[S:3])[CH3:2].[CH2:5]([Br:12])[C:6]1[CH:11]=[CH:10][CH:9]=[CH:8][CH:7]=1.CCOCC, predict the reaction product. The product is: [BrH:12].[CH2:5]([S:3][C:1](=[NH:4])[CH3:2])[C:6]1[CH:11]=[CH:10][CH:9]=[CH:8][CH:7]=1.